From a dataset of Forward reaction prediction with 1.9M reactions from USPTO patents (1976-2016). Predict the product of the given reaction. Given the reactants [CH3:1][C:2]1[CH:3]=[C:4]([CH:8]=[C:9]([CH3:28])[C:10]=1[NH:11][C:12](=[O:27])[C:13]1[CH:18]=[C:17]([N:19]2[CH2:24][CH2:23][C:22](=[O:25])[CH2:21][CH2:20]2)[CH:16]=[CH:15][C:14]=1[CH3:26])[C:5]([OH:7])=[O:6].[BH4-].[Na+], predict the reaction product. The product is: [OH:25][CH:22]1[CH2:21][CH2:20][N:19]([C:17]2[CH:16]=[CH:15][C:14]([CH3:26])=[C:13]([CH:18]=2)[C:12]([NH:11][C:10]2[C:9]([CH3:28])=[CH:8][C:4]([C:5]([OH:7])=[O:6])=[CH:3][C:2]=2[CH3:1])=[O:27])[CH2:24][CH2:23]1.